From a dataset of Forward reaction prediction with 1.9M reactions from USPTO patents (1976-2016). Predict the product of the given reaction. (1) Given the reactants [N:1]([C:4]1[CH:5]=[CH:6][C:7]([CH3:30])=[C:8]([C:10]([C:12]2[CH:17]=[CH:16][C:15]([NH:18][C:19]3[CH:24]=[CH:23][C:22](C(F)(F)F)=[CH:21][CH:20]=3)=[CH:14][C:13]=2[Cl:29])=[O:11])[CH:9]=1)=[N+:2]=[N-:3].NC1C=CC(C)=C([C:38](C2C=CC(NC3C=CC=C(OC)C=3)=CC=2Cl)=[O:39])C=1, predict the reaction product. The product is: [N:1]([C:4]1[CH:5]=[CH:6][C:7]([CH3:30])=[C:8]([C:10]([C:12]2[CH:17]=[CH:16][C:15]([NH:18][C:19]3[CH:24]=[CH:23][CH:22]=[C:21]([O:39][CH3:38])[CH:20]=3)=[CH:14][C:13]=2[Cl:29])=[O:11])[CH:9]=1)=[N+:2]=[N-:3]. (2) Given the reactants [CH2:1]([C:8]1[CH:9]=[N:10][C:11]2[C:16]([C:17]=1[C:18]1[CH:19]=[C:20]([NH2:24])[CH:21]=[CH:22][CH:23]=1)=[CH:15][CH:14]=[CH:13][C:12]=2[C:25]([F:28])([F:27])[F:26])[C:2]1[CH:7]=[CH:6][CH:5]=[CH:4][CH:3]=1.[C:29]([N:32]1[C:40]2[C:35](=[CH:36][CH:37]=[CH:38][CH:39]=2)[C:34]([CH:41]=O)=[CH:33]1)(=[O:31])[CH3:30], predict the reaction product. The product is: [C:29]([N:32]1[C:40]2[C:35](=[CH:36][CH:37]=[CH:38][CH:39]=2)[C:34]([CH2:41][NH:24][C:20]2[CH:21]=[CH:22][CH:23]=[C:18]([C:17]3[C:16]4[C:11](=[C:12]([C:25]([F:28])([F:26])[F:27])[CH:13]=[CH:14][CH:15]=4)[N:10]=[CH:9][C:8]=3[CH2:1][C:2]3[CH:3]=[CH:4][CH:5]=[CH:6][CH:7]=3)[CH:19]=2)=[CH:33]1)(=[O:31])[CH3:30]. (3) Given the reactants [CH2:1]([C:3]1[C:4](N)=[N:5][CH:6]=[C:7]([N+:9]([O-:11])=[O:10])[CH:8]=1)[CH3:2].[OH2:13].N#N, predict the reaction product. The product is: [CH2:1]([C:3]1[C:4]([OH:13])=[N:5][CH:6]=[C:7]([N+:9]([O-:11])=[O:10])[CH:8]=1)[CH3:2]. (4) Given the reactants [Cl:1][C:2]1[N:7]=[CH:6][N:5]=[C:4]([N:8]2[CH2:15][CH2:14][C:11]3([O:13][CH2:12]3)[CH2:10][CH2:9]2)[CH:3]=1.[C:16]([O:20][C:21]([N:23]1[CH2:28][CH2:27][NH:26][C:25](=[O:29])[CH2:24]1)=[O:22])([CH3:19])([CH3:18])[CH3:17].CC(C)([O-])C.[K+], predict the reaction product. The product is: [C:16]([O:20][C:21]([N:23]1[CH2:28][CH2:27][N:26]([CH2:12][C:11]2([OH:13])[CH2:14][CH2:15][N:8]([C:4]3[CH:3]=[C:2]([Cl:1])[N:7]=[CH:6][N:5]=3)[CH2:9][CH2:10]2)[C:25](=[O:29])[CH2:24]1)=[O:22])([CH3:19])([CH3:17])[CH3:18].